From a dataset of Catalyst prediction with 721,799 reactions and 888 catalyst types from USPTO. Predict which catalyst facilitates the given reaction. (1) Reactant: [CH2:1]([O:8][NH:9][C:10](=[O:19])[CH2:11][CH2:12][CH2:13][CH2:14][CH2:15][CH2:16][CH2:17]Br)[C:2]1[CH:7]=[CH:6][CH:5]=[CH:4][CH:3]=1.[OH:20][C:21]1[CH:33]=[CH:32][C:31]2[C:30]3[C:25](=[CH:26][CH:27]=[CH:28][CH:29]=3)[NH:24][C:23]=2[CH:22]=1.C(=O)([O-])[O-].[K+].[K+]. Product: [CH2:1]([O:8][NH:9][C:10](=[O:19])[CH2:11][CH2:12][CH2:13][CH2:14][CH2:15][CH2:16][CH2:17][O:20][C:21]1[CH:33]=[CH:32][C:31]2[C:30]3[C:25](=[CH:26][CH:27]=[CH:28][CH:29]=3)[NH:24][C:23]=2[CH:22]=1)[C:2]1[CH:7]=[CH:6][CH:5]=[CH:4][CH:3]=1. The catalyst class is: 3. (2) Reactant: C(O[C:6](=O)[N:7]([CH:9]1[CH:13]([C:14]2[CH:19]=[CH:18][C:17]([Cl:20])=[CH:16][CH:15]=2)[CH2:12][N:11]([C:21](=[O:28])[C:22]2[CH:27]=[CH:26][CH:25]=[CH:24][CH:23]=2)[CH2:10]1)C)(C)(C)C.C(O)(C(F)(F)F)=O.C([O-])(O)=O.[Na+]. Product: [Cl:20][C:17]1[CH:18]=[CH:19][C:14]([CH:13]2[CH:9]([NH:7][CH3:6])[CH2:10][N:11]([C:21]([C:22]3[CH:23]=[CH:24][CH:25]=[CH:26][CH:27]=3)=[O:28])[CH2:12]2)=[CH:15][CH:16]=1. The catalyst class is: 2. (3) Reactant: [NH:1]1[CH:5]=[C:4]([C:6]2[CH2:7][CH:8]([N:11]([CH2:24][CH3:25])[C:12]3[CH:19]=[CH:18][C:15]([C:16]#[N:17])=[C:14]([C:20]([F:23])([F:22])[F:21])[CH:13]=3)[CH2:9][CH:10]=2)[N:3]=[CH:2]1.CC(O)=O. Product: [NH:3]1[C:4]([CH:6]2[CH2:10][CH2:9][CH:8]([N:11]([CH2:24][CH3:25])[C:12]3[CH:19]=[CH:18][C:15]([C:16]#[N:17])=[C:14]([C:20]([F:21])([F:22])[F:23])[CH:13]=3)[CH2:7]2)=[CH:5][N:1]=[CH:2]1. The catalyst class is: 43. (4) Reactant: C([O:9][C@H:10]1[C@@H:17]2[N:13]([N:14]=[C:15]([C:20]3[CH:25]=[CH:24][C:23]([C:26]#[N:27])=[C:22]([Cl:28])[C:21]=3[CH3:29])[C@H:16]2[O:18][CH3:19])[CH2:12][CH2:11]1)(=O)C1C=CC=CC=1.O[Li].O. The catalyst class is: 20. Product: [Cl:28][C:22]1[C:21]([CH3:29])=[C:20]([C:15]2[C@@H:16]([O:18][CH3:19])[C@@H:17]3[C@H:10]([OH:9])[CH2:11][CH2:12][N:13]3[N:14]=2)[CH:25]=[CH:24][C:23]=1[C:26]#[N:27]. (5) Reactant: [F:1][C:2]1[CH:7]=[CH:6][C:5]([C:8](=O)[C:9](=[CH:19][OH:20])[CH2:10][CH2:11][N:12]2[CH2:17][CH2:16][CH:15]([CH3:18])[CH2:14][CH2:13]2)=[CH:4][CH:3]=1.[ClH:22].[NH2:23]O. Product: [ClH:22].[F:1][C:2]1[CH:7]=[CH:6][C:5]([C:8]2[C:9]([CH2:10][CH2:11][N:12]3[CH2:17][CH2:16][CH:15]([CH3:18])[CH2:14][CH2:13]3)=[CH:19][O:20][N:23]=2)=[CH:4][CH:3]=1. The catalyst class is: 8. (6) Reactant: [CH2:1]([O:5][C:6]([N:8]1[CH2:13][CH2:12][N:11]([C:14](=[O:28])[CH2:15][N:16](C(OCC2C=CC=CC=2)=O)[CH3:17])[CH2:10][CH2:9]1)=[O:7])[CH2:2][CH2:3][CH3:4]. Product: [CH2:1]([O:5][C:6]([N:8]1[CH2:9][CH2:10][N:11]([C:14](=[O:28])[CH2:15][NH:16][CH3:17])[CH2:12][CH2:13]1)=[O:7])[CH2:2][CH2:3][CH3:4]. The catalyst class is: 29. (7) Reactant: [Cl:1][C:2]1[CH:3]=[N:4][C:5]2[C:10]([CH:11]=1)=[CH:9][C:8]([CH2:12][OH:13])=[CH:7][C:6]=2I.CCOC(C)=O.O.[CH3:22][N:23](C=O)C. Product: [Cl:1][C:2]1[CH:3]=[N:4][C:5]2[C:10]([CH:11]=1)=[CH:9][C:8]([CH2:12][OH:13])=[CH:7][C:6]=2[C:22]#[N:23]. The catalyst class is: 380.